From a dataset of Catalyst prediction with 721,799 reactions and 888 catalyst types from USPTO. Predict which catalyst facilitates the given reaction. (1) Reactant: [ClH:1].C(OC([N:9]1[CH2:12][CH:11]([C:13]2[C:18]([CH:19]3[CH2:24][CH2:23][O:22][CH2:21][CH2:20]3)=[N:17][CH:16]=[CH:15][N:14]=2)[CH2:10]1)=O)(C)(C)C. The catalyst class is: 5. Product: [ClH:1].[NH:9]1[CH2:12][CH:11]([C:13]2[C:18]([CH:19]3[CH2:24][CH2:23][O:22][CH2:21][CH2:20]3)=[N:17][CH:16]=[CH:15][N:14]=2)[CH2:10]1. (2) Reactant: [Cl:1][C:2]1[CH:32]=[CH:31][C:5]([C:6]([NH:8][C:9]2[CH:30]=[CH:29][C:12]([CH2:13][N:14]3[C:22]4[C:17](=[CH:18][CH:19]=[CH:20][CH:21]=4)[C:16]([CH2:23][C:24]([O:26]CC)=[O:25])=[N:15]3)=[CH:11][CH:10]=2)=[O:7])=[CH:4][CH:3]=1.O.[OH-].[Li+].O.Cl. Product: [Cl:1][C:2]1[CH:3]=[CH:4][C:5]([C:6]([NH:8][C:9]2[CH:30]=[CH:29][C:12]([CH2:13][N:14]3[C:22]4[C:17](=[CH:18][CH:19]=[CH:20][CH:21]=4)[C:16]([CH2:23][C:24]([OH:26])=[O:25])=[N:15]3)=[CH:11][CH:10]=2)=[O:7])=[CH:31][CH:32]=1. The catalyst class is: 7.